Dataset: Full USPTO retrosynthesis dataset with 1.9M reactions from patents (1976-2016). Task: Predict the reactants needed to synthesize the given product. (1) Given the product [CH2:19]([O:26][CH2:27][N:28]1[C:36]2[C:35]([O:37][CH3:38])=[N:34][CH:33]=[N:32][C:31]=2[C:30]([CH2:39][NH:1][C@H:2]([C@H:8]([OH:14])[C:9]([O:11][CH2:12][CH3:13])=[O:10])[C:3]([O:5][CH2:6][CH3:7])=[O:4])=[CH:29]1)[C:20]1[CH:25]=[CH:24][CH:23]=[CH:22][CH:21]=1, predict the reactants needed to synthesize it. The reactants are: [NH2:1][C@H:2]([C@H:8]([OH:14])[C:9]([O:11][CH2:12][CH3:13])=[O:10])[C:3]([O:5][CH2:6][CH3:7])=[O:4].C([BH3-])#N.[Na+].[CH2:19]([O:26][CH2:27][N:28]1[C:36]2[C:35]([O:37][CH3:38])=[N:34][CH:33]=[N:32][C:31]=2[C:30]([CH:39]=O)=[CH:29]1)[C:20]1[CH:25]=[CH:24][CH:23]=[CH:22][CH:21]=1.C(O)(=O)C. (2) Given the product [OH:5][CH2:6][C:7]1[CH:12]=[C:11]([CH:10]=[C:9]([CH3:15])[N:8]=1)[C:13]#[N:14], predict the reactants needed to synthesize it. The reactants are: FC(F)(F)C([O:5][CH2:6][C:7]1[CH:12]=[C:11]([C:13]#[N:14])[CH:10]=[C:9]([CH3:15])[N:8]=1)=O.C([O-])(O)=O.[Na+].CCOC(C)=O. (3) The reactants are: [CH3:1][C:2]1([CH2:7][CH2:8][CH2:9][CH2:10][N:11]2[CH:15]=[C:14]([NH2:16])[CH:13]=[N:12]2)[O:6]CCO1.[F:17][C:18]([F:31])([F:30])[C:19]1[CH:24]=[CH:23][CH:22]=[CH:21][C:20]=1/[CH:25]=[CH:26]/[C:27](O)=[O:28]. Given the product [O:6]=[C:2]([CH3:1])[CH2:7][CH2:8][CH2:9][CH2:10][N:11]1[CH:15]=[C:14]([NH:16][C:27](=[O:28])/[CH:26]=[CH:25]/[C:20]2[CH:21]=[CH:22][CH:23]=[CH:24][C:19]=2[C:18]([F:30])([F:31])[F:17])[CH:13]=[N:12]1, predict the reactants needed to synthesize it. (4) Given the product [CH:63]1([NH:66][CH:67]=[C:11]([C:10](=[O:62])[C:3]2[CH:4]=[C:5]([F:9])[C:6]([F:8])=[CH:7][C:2]=2[F:1])[C:12]([O:14][CH2:15][C:16]2[CH:21]=[CH:20][C:19]([O:22][CH2:23][CH2:24][CH2:25][CH2:26][CH2:27][CH2:28][CH2:29][CH2:30][CH2:31][CH2:32][CH:33]3[C:45]4[C:40](=[C:41]5[CH:53]=[CH:52][CH:51]=[CH:50][C:42]5=[C:43]5[CH:49]=[CH:48][CH:47]=[CH:46][C:44]5=4)[C:39]4[C:34]3=[C:35]3[CH:61]=[CH:60][CH:59]=[CH:58][C:36]3=[C:37]3[CH:57]=[CH:56][CH:55]=[CH:54][C:38]3=4)=[CH:18][CH:17]=2)=[O:13])[CH2:65][CH2:64]1, predict the reactants needed to synthesize it. The reactants are: [F:1][C:2]1[CH:7]=[C:6]([F:8])[C:5]([F:9])=[CH:4][C:3]=1[C:10](=[O:62])[CH2:11][C:12]([O:14][CH2:15][C:16]1[CH:21]=[CH:20][C:19]([O:22][CH2:23][CH2:24][CH2:25][CH2:26][CH2:27][CH2:28][CH2:29][CH2:30][CH2:31][CH2:32][CH:33]2[C:45]3[C:40](=[C:41]4[CH:53]=[CH:52][CH:51]=[CH:50][C:42]4=[C:43]4[CH:49]=[CH:48][CH:47]=[CH:46][C:44]4=3)[C:39]3[C:34]2=[C:35]2[CH:61]=[CH:60][CH:59]=[CH:58][C:36]2=[C:37]2[CH:57]=[CH:56][CH:55]=[CH:54][C:38]2=3)=[CH:18][CH:17]=1)=[O:13].[CH:63]1([NH2:66])[CH2:65][CH2:64]1.[CH2:67]1COCC1. (5) Given the product [Si:1]([O:18][CH2:19][CH2:20][O:21][CH2:22][C@H:23]([O:28][C:29]1[C:30]2[CH:37]=[N:36][N:35]([C:38]3[CH:43]=[CH:42][CH:41]=[CH:40][C:39]=3[Cl:44])[C:31]=2[N:32]=[CH:33][N:34]=1)[C:24]([NH:52][C:49]1[CH:48]=[CH:47][C:46]([Cl:45])=[CH:51][N:50]=1)=[O:26])([C:14]([CH3:15])([CH3:17])[CH3:16])([CH3:8])[CH3:2], predict the reactants needed to synthesize it. The reactants are: [Si:1]([O:18][CH2:19][CH2:20][O:21][CH2:22][C@H:23]([O:28][C:29]1[N:34]=[CH:33][N:32]=[C:31]2[N:35]([C:38]3[CH:43]=[CH:42][CH:41]=[CH:40][C:39]=3[Cl:44])[N:36]=[CH:37][C:30]=12)[C:24]([O:26]C)=O)([C:14]([CH3:17])([CH3:16])[CH3:15])([C:8]1C=CC=CC=1)[C:2]1C=CC=CC=1.[Cl:45][C:46]1[CH:47]=[CH:48][C:49]([NH2:52])=[N:50][CH:51]=1. (6) Given the product [Cl:18][C:19]1[C:20]([F:29])=[C:21]2[C:27]([NH:28][C:15]([CH:10]3[CH2:14][CH2:13][CH2:12][CH2:11]3)=[O:16])=[CH:26][NH:25][C:22]2=[N:23][CH:24]=1, predict the reactants needed to synthesize it. The reactants are: C(N(C(C)C)C(C)C)C.[CH:10]1([C:15](Cl)=[O:16])[CH2:14][CH2:13][CH2:12][CH2:11]1.[Cl:18][C:19]1[C:20]([F:29])=[C:21]2[C:27]([NH2:28])=[CH:26][NH:25][C:22]2=[N:23][CH:24]=1. (7) Given the product [C:1]([O:5][C:6]([NH:8][C@@H:9]([CH:13]1[CH2:18][CH2:17][O:16][CH2:15][CH2:14]1)[C:10]([N:43]1[C:47]2=[N:48][CH:49]=[CH:50][CH:51]=[C:46]2[CH2:45][C@H:44]1[C:52]([O:54][CH2:55][CH3:56])=[O:53])=[O:12])=[O:7])([CH3:2])([CH3:3])[CH3:4], predict the reactants needed to synthesize it. The reactants are: [C:1]([O:5][C:6]([NH:8][C@@H:9]([CH:13]1[CH2:18][CH2:17][O:16][CH2:15][CH2:14]1)[C:10]([OH:12])=O)=[O:7])([CH3:4])([CH3:3])[CH3:2].C(N(C(C)C)CC)(C)C.F[P-](F)(F)(F)(F)F.CN(C)C(F)=[N+](C)C.[NH:43]1[C:47]2=[N:48][CH:49]=[CH:50][CH:51]=[C:46]2[CH2:45][C@H:44]1[C:52]([O:54][CH2:55][CH3:56])=[O:53].